This data is from Orexin1 receptor HTS with 218,158 compounds and 233 confirmed actives. The task is: Binary Classification. Given a drug SMILES string, predict its activity (active/inactive) in a high-throughput screening assay against a specified biological target. The drug is Brc1oc(C(=O)Nc2ccc(N3CCOCC3)cc2)cc1. The result is 0 (inactive).